From a dataset of Full USPTO retrosynthesis dataset with 1.9M reactions from patents (1976-2016). Predict the reactants needed to synthesize the given product. (1) Given the product [NH:42]1[C:43]2[CH:48]=[CH:47][CH:46]=[CH:45][C:44]=2[N:49]=[C:12]1[CH:11]([NH:10][C:8](=[O:9])[O:7][C:3]([CH3:6])([CH3:5])[CH3:4])[CH2:15][C:16]1[CH:21]=[CH:20][C:19]([O:22][CH3:23])=[C:18]([F:24])[C:17]=1[F:25], predict the reactants needed to synthesize it. The reactants are: N#N.[C:3]([O:7][C:8]([NH:10][CH:11]([CH2:15][C:16]1[CH:21]=[CH:20][C:19]([O:22][CH3:23])=[C:18]([F:24])[C:17]=1[F:25])[C:12](O)=O)=[O:9])([CH3:6])([CH3:5])[CH3:4].C(N1CCOCC1)C.CN(C(O[N:42]1N=[N:49][C:44]2[CH:45]=[CH:46][CH:47]=[CH:48][C:43]1=2)=[N+](C)C)C.[B-](F)(F)(F)F.C1(N)C(N)=CC=CC=1. (2) Given the product [CH2:12]([O:10][C:8]1[CH:7]=[C:4]([CH:3]=[C:2]([O:17][CH2:14][CH3:20])[CH:9]=1)[CH:5]=[O:6])[CH3:13], predict the reactants needed to synthesize it. The reactants are: O[C:2]1[CH:3]=[C:4]([CH:7]=[C:8]([OH:10])[CH:9]=1)[CH:5]=[O:6].Br[CH2:12][CH3:13].[C:14]([O-:17])([O-])=O.[K+].[K+].[CH3:20]N(C=O)C. (3) Given the product [Br:1][C:2]1[CH:7]=[C:6]([F:8])[C:5]([F:9])=[CH:4][C:3]=1[CH2:10][O:11][Si:18]([CH:25]([CH3:27])[CH3:26])([CH:22]([CH3:24])[CH3:23])[CH:19]([CH3:21])[CH3:20], predict the reactants needed to synthesize it. The reactants are: [Br:1][C:2]1[CH:7]=[C:6]([F:8])[C:5]([F:9])=[CH:4][C:3]=1[CH2:10][OH:11].N1C=CN=C1.Cl[Si:18]([CH:25]([CH3:27])[CH3:26])([CH:22]([CH3:24])[CH3:23])[CH:19]([CH3:21])[CH3:20]. (4) Given the product [OH:43][CH:40]1[CH2:41][CH2:42][N:38]([C:26]([C:25]2[CH:24]=[CH:23][C:22]([C:19]3[CH:20]=[N:21][C:16]([O:15][CH2:14][CH:11]4[CH2:10][CH2:9][N:8]([C:6]([O:5][C:1]([CH3:3])([CH3:4])[CH3:2])=[O:7])[CH2:13][CH2:12]4)=[N:17][CH:18]=3)=[CH:30][CH:29]=2)=[O:28])[CH2:39]1, predict the reactants needed to synthesize it. The reactants are: [C:1]([O:5][C:6]([N:8]1[CH2:13][CH2:12][CH:11]([CH2:14][O:15][C:16]2[N:21]=[CH:20][C:19]([C:22]3[CH:30]=[CH:29][C:25]([C:26]([OH:28])=O)=[CH:24][CH:23]=3)=[CH:18][N:17]=2)[CH2:10][CH2:9]1)=[O:7])([CH3:4])([CH3:3])[CH3:2].CCN(CC)CC.[NH:38]1[CH2:42][CH2:41][CH:40]([OH:43])[CH2:39]1.CN(C(ON1N=NC2C=CC=CC1=2)=[N+](C)C)C.[B-](F)(F)(F)F.